This data is from Full USPTO retrosynthesis dataset with 1.9M reactions from patents (1976-2016). The task is: Predict the reactants needed to synthesize the given product. (1) Given the product [CH:1]([N:4]1[C:8]([C:9]2[N:10]=[C:11]3[C:17]4[CH:18]=[CH:19][C:20]([C:22]5[CH:23]=[N:24][N:25]([C:27]([CH3:32])([CH3:31])[C:28]([NH2:39])=[O:29])[CH:26]=5)=[CH:21][C:16]=4[O:15][CH2:14][CH2:13][N:12]3[CH:33]=2)=[N:7][C:6]([CH3:34])=[N:5]1)([CH3:2])[CH3:3], predict the reactants needed to synthesize it. The reactants are: [CH:1]([N:4]1[C:8]([C:9]2[N:10]=[C:11]3[C:17]4[CH:18]=[CH:19][C:20]([C:22]5[CH:23]=[N:24][N:25]([C:27]([CH3:32])([CH3:31])[C:28](O)=[O:29])[CH:26]=5)=[CH:21][C:16]=4[O:15][CH2:14][CH2:13][N:12]3[CH:33]=2)=[N:7][C:6]([CH3:34])=[N:5]1)([CH3:3])[CH3:2].[NH4+].[Cl-].CC[N:39](C(C)C)C(C)C.C(=O)(O)[O-].[Na+]. (2) Given the product [Cl:28][C:5]1[C:4]([C:1]([OH:3])([CH3:29])[CH3:2])=[CH:9][C:8]([C:10]#[N:11])=[CH:7][C:6]=1[NH:12][C:13]1[N:18]=[C:17]([NH:19][CH:20]2[CH2:21][CH2:22]2)[C:16]2=[N:23][CH:24]=[C:25]([C:26]#[N:27])[N:15]2[N:14]=1, predict the reactants needed to synthesize it. The reactants are: [C:1]([C:4]1[C:5]([Cl:28])=[C:6]([NH:12][C:13]2[N:18]=[C:17]([NH:19][CH:20]3[CH2:22][CH2:21]3)[C:16]3=[N:23][CH:24]=[C:25]([C:26]#[N:27])[N:15]3[N:14]=2)[CH:7]=[C:8]([C:10]#[N:11])[CH:9]=1)(=[O:3])[CH3:2].[CH3:29][Mg+].[Br-]. (3) Given the product [CH3:15][N:16]([CH3:17])[C:2]1[CH:7]=[CH:6][C:5]([N+:8]([O-:10])=[O:9])=[CH:4][C:3]=1[C:11]([F:14])([F:13])[F:12], predict the reactants needed to synthesize it. The reactants are: F[C:2]1[CH:7]=[CH:6][C:5]([N+:8]([O-:10])=[O:9])=[CH:4][C:3]=1[C:11]([F:14])([F:13])[F:12].[CH3:15][NH:16][CH3:17].[H-].[Na+].O.